From a dataset of Catalyst prediction with 721,799 reactions and 888 catalyst types from USPTO. Predict which catalyst facilitates the given reaction. (1) Reactant: [Cl:1][CH2:2][CH2:3][N:4]([CH2:20][CH2:21][OH:22])[C:5]1[C:6]([N+:17]([O-:19])=[O:18])=[CH:7][C:8]([N+:14]([O-:16])=[O:15])=[C:9]([CH:13]=1)[C:10]([NH2:12])=[O:11].[CH3:23][S:24](Cl)(=[O:26])=[O:25]. Product: [CH3:23][S:24]([O:22][CH2:21][CH2:20][N:4]([CH2:3][CH2:2][Cl:1])[C:5]1[CH:13]=[C:9]([C:10]([NH2:12])=[O:11])[C:8]([N+:14]([O-:16])=[O:15])=[CH:7][C:6]=1[N+:17]([O-:19])=[O:18])(=[O:26])=[O:25]. The catalyst class is: 228. (2) Reactant: Cl.[Cl:2][C:3]1[CH:8]=[C:7]([Cl:9])[CH:6]=[CH:5][C:4]=1[NH:10][NH2:11].[Cl:12][C:13]1[CH:18]=[CH:17][C:16]([CH:19]=[C:20]([CH3:26])[C:21](=O)[C:22]([OH:24])=[O:23])=[CH:15][CH:14]=1. Product: [Cl:12][C:13]1[CH:14]=[CH:15][C:16]([C@@H:19]2[N:10]([C:4]3[CH:5]=[CH:6][C:7]([Cl:9])=[CH:8][C:3]=3[Cl:2])[N:11]=[C:21]([C:22]([OH:24])=[O:23])[C@H:20]2[CH3:26])=[CH:17][CH:18]=1. The catalyst class is: 15. (3) Reactant: C[O:2][C:3](=[O:33])[CH:4]([C:23]1[CH:28]=[CH:27][C:26]([C:29]([CH3:32])([CH3:31])[CH3:30])=[CH:25][CH:24]=1)[CH2:5][C:6]1[CH:11]=[CH:10][C:9]([O:12][CH2:13][CH2:14][O:15][CH2:16][C:17]2[CH:22]=[CH:21][CH:20]=[CH:19][CH:18]=2)=[CH:8][CH:7]=1.[OH-].[Li+]. Product: [CH2:16]([O:15][CH2:14][CH2:13][O:12][C:9]1[CH:10]=[CH:11][C:6]([CH2:5][CH:4]([C:23]2[CH:24]=[CH:25][C:26]([C:29]([CH3:32])([CH3:31])[CH3:30])=[CH:27][CH:28]=2)[C:3]([OH:33])=[O:2])=[CH:7][CH:8]=1)[C:17]1[CH:18]=[CH:19][CH:20]=[CH:21][CH:22]=1. The catalyst class is: 87. (4) Reactant: [Cl:1][C:2]1[N:3]=[C:4]([N:19]2[CH2:24][CH2:23][O:22][CH2:21][CH2:20]2)[C:5]2[S:10][C:9]([C:11]#[C:12][CH2:13]OS(C)(=O)=O)=[CH:8][C:6]=2[N:7]=1.C(=O)([O-])[O-].[K+].[K+].[CH3:31][N:32]1[CH2:37][CH2:36][NH:35][CH2:34][CH2:33]1.C(#N)C. Product: [Cl:1][C:2]1[N:3]=[C:4]([N:19]2[CH2:24][CH2:23][O:22][CH2:21][CH2:20]2)[C:5]2[S:10][C:9]([C:11]#[C:12][CH2:13][N:35]3[CH2:36][CH2:37][N:32]([CH3:31])[CH2:33][CH2:34]3)=[CH:8][C:6]=2[N:7]=1. The catalyst class is: 4. (5) Reactant: [CH3:1]NN.[Cl:4][C:5]1[CH:10]=[CH:9][C:8]([NH:11][C:12]([NH:14][C:15]2[CH:20]=[CH:19][C:18]([OH:21])=[C:17]([C:22]3[N:23](C)[N:24]=[CH:25][CH:26]=3)[CH:16]=2)=[O:13])=[CH:7][CH:6]=1. Product: [Cl:4][C:5]1[CH:10]=[CH:9][C:8]([NH:11][C:12]([NH:14][C:15]2[CH:20]=[CH:19][C:18]([OH:21])=[C:17]([C:22]3[CH:26]=[CH:25][N:24]([CH3:1])[N:23]=3)[CH:16]=2)=[O:13])=[CH:7][CH:6]=1. The catalyst class is: 17. (6) Reactant: [CH2:1]([O:3][C:4](=[O:20])[C:5]1[CH:10]=[CH:9][C:8]([NH:11][C:12]2([C:18]#[N:19])[CH2:17][CH2:16][CH2:15][CH2:14][CH2:13]2)=[CH:7][CH:6]=1)[CH3:2].[OH-:21].[Na+]. Product: [CH2:1]([O:3][C:4](=[O:20])[C:5]1[CH:10]=[CH:9][C:8]([NH:11][C:12]2([C:18](=[O:21])[NH2:19])[CH2:13][CH2:14][CH2:15][CH2:16][CH2:17]2)=[CH:7][CH:6]=1)[CH3:2]. The catalyst class is: 65.